Predict the reaction yield, written as a fraction of the theoretical maximum amount of product (1.0 means a 100% yield; for example, 0.34 means a 34% yield). From a dataset of Reaction yield outcomes from USPTO patents with 853,638 reactions. The reactants are [C:1]1([N:7]([C:21]2[CH:26]=[CH:25][C:24](B3OC(C)(C)C(C)(C)O3)=[CH:23][CH:22]=2)[C:8]2[CH:20]=[CH:19][C:11]3[O:12][C:13]4[CH:18]=[CH:17][CH:16]=[CH:15][C:14]=4[C:10]=3[CH:9]=2)[CH:6]=[CH:5][CH:4]=[CH:3][CH:2]=1.Br[C:37]1[CH:38]=[CH:39][C:40]2[NH:41][C:42]3[C:47]([C:48]=2[CH:49]=1)=[CH:46][CH:45]=[CH:44][CH:43]=3.C1(P(C2CCCCC2)C2C=CC=CC=2C2C(OC)=CC=CC=2OC)CCCCC1.[O-]P([O-])([O-])=O.[K+].[K+].[K+]. The catalyst is C1(C)C=CC=CC=1.C(O)C.C1C=CC(/C=C/C(/C=C/C2C=CC=CC=2)=O)=CC=1.C1C=CC(/C=C/C(/C=C/C2C=CC=CC=2)=O)=CC=1.C1C=CC(/C=C/C(/C=C/C2C=CC=CC=2)=O)=CC=1.[Pd].[Pd]. The product is [CH:39]1[C:40]2[NH:41][C:42]3[C:47](=[CH:46][CH:45]=[CH:44][CH:43]=3)[C:48]=2[CH:49]=[C:37]([C:24]2[CH:23]=[CH:22][C:21]([N:7]([C:1]3[CH:6]=[CH:5][CH:4]=[CH:3][CH:2]=3)[C:8]3[CH:20]=[CH:19][C:11]4[O:12][C:13]5[CH:18]=[CH:17][CH:16]=[CH:15][C:14]=5[C:10]=4[CH:9]=3)=[CH:26][CH:25]=2)[CH:38]=1. The yield is 0.850.